Dataset: Reaction yield outcomes from USPTO patents with 853,638 reactions. Task: Predict the reaction yield, written as a fraction of the theoretical maximum amount of product (1.0 means a 100% yield; for example, 0.34 means a 34% yield). (1) The catalyst is BrCBr. The reactants are [CH3:1][O:2][C:3]([C:5]1[CH:10]=[N:9][C:8](N)=[C:7]([C:12]2[CH:17]=[CH:16][CH:15]=[C:14]([Cl:18])[CH:13]=2)[N:6]=1)=[O:4].N(OCCC(C)C)=O.[Br:27][Si](C)(C)C. The product is [CH3:1][O:2][C:3]([C:5]1[CH:10]=[N:9][C:8]([Br:27])=[C:7]([C:12]2[CH:17]=[CH:16][CH:15]=[C:14]([Cl:18])[CH:13]=2)[N:6]=1)=[O:4]. The yield is 0.540. (2) The reactants are [C:1]([C:3]1[CH:8]=[CH:7][CH:6]=[CH:5][CH:4]=1)#[CH:2].[F:9][CH:10]([F:19])[O:11][C:12]1[CH:17]=[CH:16][C:15](I)=[CH:14][CH:13]=1.CN(C)C=O.C(N(CC)CC)C. The catalyst is [Cu]I.Cl[Pd](Cl)([P](C1C=CC=CC=1)(C1C=CC=CC=1)C1C=CC=CC=1)[P](C1C=CC=CC=1)(C1C=CC=CC=1)C1C=CC=CC=1.O. The product is [F:9][CH:10]([F:19])[O:11][C:12]1[CH:17]=[CH:16][C:15]([C:2]#[C:1][C:3]2[CH:8]=[CH:7][CH:6]=[CH:5][CH:4]=2)=[CH:14][CH:13]=1. The yield is 0.760. (3) The reactants are [OH:1][C:2]12[C:13]3[C:8](=[C:9]([N+:14]([O-])=O)[CH:10]=[CH:11][CH:12]=3)[C:7](=[O:17])[C:6]1([NH:18][C:19](=[O:26])[C:20](=[O:25])[CH2:21][CH:22]([CH3:24])[CH3:23])[C:5]1[CH:27]=[CH:28][C:29]([CH:31]([CH3:33])[CH3:32])=[CH:30][C:4]=1[O:3]2. The catalyst is CCO.O.C(O)(=O)C.[Fe]. The product is [NH2:14][C:9]1[CH:10]=[CH:11][CH:12]=[C:13]2[C:8]=1[C:7](=[O:17])[C:6]1([NH:18][C:19](=[O:26])[C:20](=[O:25])[CH2:21][CH:22]([CH3:23])[CH3:24])[C:5]3[CH:27]=[CH:28][C:29]([CH:31]([CH3:33])[CH3:32])=[CH:30][C:4]=3[O:3][C:2]12[OH:1]. The yield is 0.780.